The task is: Predict which catalyst facilitates the given reaction.. This data is from Catalyst prediction with 721,799 reactions and 888 catalyst types from USPTO. (1) Reactant: [Br:1][C:2]1[CH:7]=[CH:6][N:5]=[C:4](F)[CH:3]=1.[N:9]1([CH2:14][CH2:15][NH2:16])[CH2:13][CH2:12][CH2:11][CH2:10]1. Product: [Br:1][C:2]1[CH:7]=[CH:6][N:5]=[C:4]([NH:16][CH2:15][CH2:14][N:9]2[CH2:13][CH2:12][CH2:11][CH2:10]2)[CH:3]=1. The catalyst class is: 9. (2) Reactant: [F:1][C:2]1[CH:3]=[C:4]([CH:8]=[C:9]([F:11])[CH:10]=1)[C:5]([OH:7])=[O:6].CN(CCN(C)C)C.[Li]CCCC.[CH3:25][O:26]C=O.Cl. Product: [F:1][C:2]1[CH:3]=[C:4]([CH:8]=[C:9]([F:11])[C:10]=1[CH:25]=[O:26])[C:5]([OH:7])=[O:6]. The catalyst class is: 504. (3) Product: [Cl:17][C:4]1[CH:3]=[C:2]([NH:1][C:42]2[CH:43]=[CH:44][CH:45]=[CH:46][C:47]=2[CH2:48][O:9][CH2:8][CH2:5][O:65][CH:64]2[CH2:4][CH2:3][CH2:2][CH2:7][O:67]2)[CH:7]=[CH:6][C:5]=1[C:8]([C:10]1[CH:15]=[CH:14][CH:13]=[CH:12][C:11]=1[CH3:16])=[O:9]. Reactant: [NH2:1][C:2]1[CH:7]=[CH:6][C:5]([C:8]([C:10]2[CH:15]=[CH:14][CH:13]=[CH:12][C:11]=2[CH3:16])=[O:9])=[C:4]([Cl:17])[CH:3]=1.C1C=CC(P([C:44]2[C:45](C3C(P(C4C=CC=CC=4)C4C=CC=CC=4)=C[CH:48]=[C:47]4[C:42]=3[CH:43]=[CH:44][CH:45]=[CH:46]4)=[C:46]3[C:47]([CH:48]=CC=C3)=[CH:42][CH:43]=2)C2C=CC=CC=2)=CC=1.[C:64]([O-:67])([O-])=[O:65].[Cs+].[Cs+]. The catalyst class is: 62. (4) Reactant: [CH3:1][O:2][C:3]1[CH:4]=[C:5]([CH:26]=[CH:27][C:28]=1[O:29][CH3:30])[O:6][CH2:7][C:8]([NH:10][NH:11][C:12]([C@@H:14]1[CH2:18][CH2:17][CH2:16][N:15]1[C:19]([O:21][C:22]([CH3:25])([CH3:24])[CH3:23])=[O:20])=O)=O.COC1C=CC(P2(SP(C3C=CC(OC)=CC=3)(=S)S2)=[S:40])=CC=1. Product: [CH3:1][O:2][C:3]1[CH:4]=[C:5]([CH:26]=[CH:27][C:28]=1[O:29][CH3:30])[O:6][CH2:7][C:8]1[S:40][C:12]([C@@H:14]2[CH2:18][CH2:17][CH2:16][N:15]2[C:19]([O:21][C:22]([CH3:25])([CH3:24])[CH3:23])=[O:20])=[N:11][N:10]=1. The catalyst class is: 11. (5) Reactant: [NH2:1][C:2]1[CH:7]=[CH:6][CH:5]=[C:4]([NH2:8])[C:3]=1[NH:9][CH2:10][CH2:11][CH2:12][CH2:13][CH2:14][OH:15].[Cl:16][C:17]1[CH:22]=[C:21]([Cl:23])[CH:20]=[CH:19][C:18]=1[N:24]=[C:25]=[S:26]. Product: [NH2:1][C:2]1[C:3]([NH:9][CH2:10][CH2:11][CH2:12][CH2:13][CH2:14][OH:15])=[C:4]([NH:8][C:25]([NH:24][C:18]2[CH:19]=[CH:20][C:21]([Cl:23])=[CH:22][C:17]=2[Cl:16])=[S:26])[CH:5]=[CH:6][CH:7]=1. The catalyst class is: 7. (6) Reactant: [Br:1][C:2]1[CH:14]=[CH:13][C:12]2[C:11]3[C:6](=[CH:7][CH:8]=[CH:9][CH:10]=3)[CH2:5][C:4]=2[CH:3]=1.II.[I:17](O)(O)(O)(O)(O)=O.S(=O)(=O)(O)O. Product: [Br:1][C:2]1[CH:14]=[CH:13][C:12]2[C:11]3[C:6](=[CH:7][C:8]([I:17])=[CH:9][CH:10]=3)[CH2:5][C:4]=2[CH:3]=1. The catalyst class is: 211. (7) Reactant: O1[C:5]2([CH2:10][CH2:9][CH:8]([CH:11]([NH:14][C:15](=[O:17])[CH3:16])[CH2:12][CH3:13])[CH2:7][CH2:6]2)[O:4]CC1.Cl. Product: [O:4]=[C:5]1[CH2:10][CH2:9][CH:8]([CH:11]([NH:14][C:15](=[O:17])[CH3:16])[CH2:12][CH3:13])[CH2:7][CH2:6]1. The catalyst class is: 23. (8) Reactant: [CH3:1][S:2](Cl)(=[O:4])=[O:3].[OH:6][CH2:7][CH2:8][O:9][C:10]1[CH:15]=[CH:14][C:13]([C:16]2[CH:21]=[CH:20][C:19]([C:22]([O:24][CH2:25][C:26]3[CH:31]=[CH:30][CH:29]=[CH:28][CH:27]=3)=[O:23])=[CH:18][CH:17]=2)=[CH:12][CH:11]=1.C(N(CC)CC)C.O. Product: [CH3:1][S:2]([O:6][CH2:7][CH2:8][O:9][C:10]1[CH:11]=[CH:12][C:13]([C:16]2[CH:21]=[CH:20][C:19]([C:22]([O:24][CH2:25][C:26]3[CH:31]=[CH:30][CH:29]=[CH:28][CH:27]=3)=[O:23])=[CH:18][CH:17]=2)=[CH:14][CH:15]=1)(=[O:4])=[O:3]. The catalyst class is: 124. (9) Reactant: [NH2:1][C:2]1[CH:3]=[C:4]([CH:7]=[CH:8][C:9]=1[O:10][CH2:11][C:12]1[CH:17]=[CH:16][CH:15]=[CH:14][CH:13]=1)[C:5]#[N:6].[N:18]([O-])=O.[Na+].[Sn](Cl)Cl. Product: [CH2:11]([O:10][C:9]1[CH:8]=[CH:7][C:4]([C:5]#[N:6])=[CH:3][C:2]=1[NH:1][NH2:18])[C:12]1[CH:17]=[CH:16][CH:15]=[CH:14][CH:13]=1. The catalyst class is: 126.